This data is from Reaction yield outcomes from USPTO patents with 853,638 reactions. The task is: Predict the reaction yield, written as a fraction of the theoretical maximum amount of product (1.0 means a 100% yield; for example, 0.34 means a 34% yield). The reactants are Br[C:2]1[CH:3]=[CH:4][C:5]([O:13][CH2:14][CH2:15][N:16]([CH3:18])[CH3:17])=[C:6]([NH:8][S:9]([CH3:12])(=[O:11])=[O:10])[CH:7]=1.[CH3:19][C:20]1([CH3:36])[C:24]([CH3:26])([CH3:25])[O:23][B:22]([B:22]2[O:23][C:24]([CH3:26])([CH3:25])[C:20]([CH3:36])([CH3:19])[O:21]2)[O:21]1.C([O-])(=O)C.[K+]. The catalyst is Cl[Pd]Cl.CS(C)=O. The product is [CH3:17][N:16]([CH3:18])[CH2:15][CH2:14][O:13][C:5]1[CH:4]=[CH:3][C:2]([B:22]2[O:23][C:24]([CH3:26])([CH3:25])[C:20]([CH3:36])([CH3:19])[O:21]2)=[CH:7][C:6]=1[NH:8][S:9]([CH3:12])(=[O:11])=[O:10]. The yield is 0.116.